Dataset: Retrosynthesis with 50K atom-mapped reactions and 10 reaction types from USPTO. Task: Predict the reactants needed to synthesize the given product. (1) Given the product Cc1c([N+](=O)[O-])cc(N)cc1[N+](=O)[O-], predict the reactants needed to synthesize it. The reactants are: Cc1c([N+](=O)[O-])cc(NC(=O)OC(C)(C)C)cc1[N+](=O)[O-]. (2) Given the product CC(C)C[C@H](NC(=O)OC12CC3CC(CC(C3)C1)C2)C(=O)O, predict the reactants needed to synthesize it. The reactants are: CC(C)C[C@H](N)C(=O)O.O=C(F)OC12CC3CC(CC(C3)C1)C2. (3) The reactants are: CN1CCN(C(=O)c2ccc3c(c2)[nH]c2c(C(N)=O)ccc(N4CCC[C@@H](NC(=O)OCc5ccccc5)C4)c23)CC1. Given the product CN1CCN(C(=O)c2ccc3c(c2)[nH]c2c(C(N)=O)ccc(N4CCC[C@@H](N)C4)c23)CC1, predict the reactants needed to synthesize it. (4) Given the product CCCCCCCCc1ccc2c(c1)CCNCC2, predict the reactants needed to synthesize it. The reactants are: CCCCCCCCc1ccc2c(c1)CCN(C(=O)C(F)(F)F)CC2. (5) Given the product COC(COc1cc(C)cc(O)c1)OC, predict the reactants needed to synthesize it. The reactants are: COC(CCl)OC.Cc1cc(O)cc(O)c1. (6) Given the product c1ccc(-c2nn3c(c2-c2ccc4nccnc4c2)CCC3)nc1, predict the reactants needed to synthesize it. The reactants are: Brc1ccc2nccnc2c1.OB(O)c1c(-c2ccccn2)nn2c1CCC2.